This data is from Forward reaction prediction with 1.9M reactions from USPTO patents (1976-2016). The task is: Predict the product of the given reaction. (1) Given the reactants I[C:2]1[CH:3]=[CH:4][C:5]2[N:6]([C:15]3[CH:20]=[CH:19][CH:18]=[CH:17][CH:16]=3)[C:7]3[C:12]([C:13]=2[CH:14]=1)=[CH:11][CH:10]=[CH:9][CH:8]=3.[CH:21]1[C:33]2[NH:32][C:31]3[C:26](=[CH:27][CH:28]=[CH:29][CH:30]=3)[C:25]=2[CH:24]=[CH:23][CH:22]=1.C(P(C(C)(C)C)C(C)(C)C)(C)(C)C.CC(C)([O-])C.[Na+], predict the reaction product. The product is: [CH:4]1[C:5]2[N:6]([C:15]3[CH:20]=[CH:19][C:18]4[N:32]([C:33]5[CH:21]=[CH:22][CH:23]=[CH:24][CH:25]=5)[C:31]5[C:30]([C:17]=4[CH:16]=3)=[CH:29][CH:28]=[CH:27][CH:26]=5)[C:7]3[C:12](=[CH:11][CH:10]=[CH:9][CH:8]=3)[C:13]=2[CH:14]=[CH:2][CH:3]=1. (2) Given the reactants [C:1]([C:5]1[O:6][C:7]([C:20]2[CH:25]=[CH:24][C:23]([N:26]3[CH2:31][CH2:30][S:29](=[NH:33])(=[O:32])[CH2:28][CH2:27]3)=[CH:22][CH:21]=2)=[C:8]([C@@H:10]2[CH2:15][CH2:14][C@H:13]([F:16])[CH2:12][C@H:11]2[C:17]([OH:19])=O)[N:9]=1)([CH3:4])([CH3:3])[CH3:2].Cl.[NH2:35][C:36]1([C:39]#[N:40])[CH2:38][CH2:37]1.CCN(C(C)C)C(C)C.CN(C(ON1N=NC2C=CC=NC1=2)=[N+](C)C)C.F[P-](F)(F)(F)(F)F, predict the reaction product. The product is: [C:1]([C:5]1[O:6][C:7]([C:20]2[CH:21]=[CH:22][C:23]([N:26]3[CH2:31][CH2:30][S:29](=[NH:33])(=[O:32])[CH2:28][CH2:27]3)=[CH:24][CH:25]=2)=[C:8]([C@@H:10]2[CH2:15][CH2:14][C@H:13]([F:16])[CH2:12][CH:11]2[C:17]([NH:35][C:36]2([C:39]#[N:40])[CH2:38][CH2:37]2)=[O:19])[N:9]=1)([CH3:4])([CH3:3])[CH3:2]. (3) The product is: [CH:1]1([NH:4][C:5]([C:7]2[CH:8]=[CH:9][C:10]([CH3:31])=[C:11]([C:13]3[C:14]([C:27]([OH:29])=[O:28])=[CH:15][C:16]([C:19]([NH:21][CH2:22][C:23]([CH3:25])([CH3:26])[CH3:24])=[O:20])=[CH:17][CH:18]=3)[CH:12]=2)=[O:6])[CH2:3][CH2:2]1. Given the reactants [CH:1]1([NH:4][C:5]([C:7]2[CH:8]=[CH:9][C:10]([CH3:31])=[C:11]([C:13]3[C:14]([C:27]([O:29]C)=[O:28])=[CH:15][C:16]([C:19]([NH:21][CH2:22][C:23]([CH3:26])([CH3:25])[CH3:24])=[O:20])=[CH:17][CH:18]=3)[CH:12]=2)=[O:6])[CH2:3][CH2:2]1.[OH-].[K+].C(O)(=O)C, predict the reaction product. (4) Given the reactants Br[CH2:2][C:3]([O:5][CH2:6][C:7]1[CH:12]=[CH:11][CH:10]=[CH:9][CH:8]=1)=[O:4].C(N(CC)CC)C.[CH3:20][CH:21]([SH:23])[CH3:22], predict the reaction product. The product is: [CH2:6]([O:5][C:3](=[O:4])[CH2:2][S:23][CH:21]([CH3:22])[CH3:20])[C:7]1[CH:12]=[CH:11][CH:10]=[CH:9][CH:8]=1. (5) Given the reactants ClC1C=CC([NH:8][C:9](=[O:24])[C:10]2[CH:15]=[CH:14][CH:13]=[C:12]([C:16]#[C:17][C:18]3[CH:23]=[CH:22][CH:21]=[CH:20][N:19]=3)[CH:11]=2)=CC=1, predict the reaction product. The product is: [N:19]1[CH:20]=[CH:21][CH:22]=[CH:23][C:18]=1[CH:17]=[CH:16][C:12]1[CH:11]=[C:10]([CH:15]=[CH:14][CH:13]=1)[C:9]([NH2:8])=[O:24]. (6) Given the reactants [OH:1][CH2:2][C:3]1[CH:8]=[CH:7][C:6]([CH:9]([CH2:11][CH2:12][CH2:13][CH2:14][CH2:15][CH2:16][CH2:17][CH2:18][CH2:19][CH2:20][CH2:21][CH3:22])[CH3:10])=[CH:5][CH:4]=1.[H-].[Na+].Br[CH2:26][CH2:27][O:28][Si:29]([C:32]([CH3:35])([CH3:34])[CH3:33])([CH3:31])[CH3:30], predict the reaction product. The product is: [C:32]([Si:29]([CH3:31])([CH3:30])[O:28][CH2:27][CH2:26][O:1][CH2:2][C:3]1[CH:8]=[CH:7][C:6]([CH:9]([CH2:11][CH2:12][CH2:13][CH2:14][CH2:15][CH2:16][CH2:17][CH2:18][CH2:19][CH2:20][CH2:21][CH3:22])[CH3:10])=[CH:5][CH:4]=1)([CH3:35])([CH3:34])[CH3:33].